Dataset: Forward reaction prediction with 1.9M reactions from USPTO patents (1976-2016). Task: Predict the product of the given reaction. (1) Given the reactants [F:1][C:2]1[CH:7]=[CH:6][C:5]([C:8]2[CH:13]=[C:12]([C:14]([O:16][CH3:17])=[O:15])[CH:11]=[C:10]([C:18]([OH:20])=O)[CH:9]=2)=[CH:4][CH:3]=1.CCN=C=NCCCN(C)C.Cl.C1C=CC2N(O)N=NC=2C=1.O.[F:44][C:45]1[CH:50]=[CH:49][C:48]([CH2:51][NH2:52])=[CH:47][CH:46]=1.C([O-])(O)=O.[Na+], predict the reaction product. The product is: [F:1][C:2]1[CH:3]=[CH:4][C:5]([C:8]2[CH:9]=[C:10]([C:18](=[O:20])[NH:52][CH2:51][C:48]3[CH:49]=[CH:50][C:45]([F:44])=[CH:46][CH:47]=3)[CH:11]=[C:12]([C:14]([O:16][CH3:17])=[O:15])[CH:13]=2)=[CH:6][CH:7]=1. (2) Given the reactants [CH3:1][N:2]1[C@@H:19]2[CH2:20][C:7]3[CH:8]=[CH:9][C:10]([O:21][CH3:22])=[C:11]4[O:12][C@H:13]5[C:14]([CH2:16][CH2:17][C@@H:18]2[C@:5]5([C:6]=34)[CH2:4][CH2:3]1)=[O:15].C(O)(C(O)=O)C(O)C(O)=O, predict the reaction product. The product is: [CH3:1][N:2]1[C@@H:19]2[CH2:20][C:7]3[CH:8]=[CH:9][C:10]([O:21][CH3:22])=[C:11]4[O:12][C@H:13]5[C:14]([CH2:16][CH2:17][C@@H:18]2[C@:5]5([C:6]=34)[CH2:4][CH2:3]1)=[O:15]. (3) Given the reactants [C:1]([NH:4][C@@H:5]([CH3:31])[CH2:6][O:7][C:8]1[CH:13]=[C:12]([S:14][CH2:15][CH2:16][C:17]([O:19][CH2:20][CH:21]([CH2:26][CH3:27])[CH2:22][CH2:23][CH2:24][CH3:25])=[O:18])[C:11]([N+:28]([O-])=O)=[CH:10][N:9]=1)(=[O:3])[CH3:2].[Cl-].[NH4+].C(O)C, predict the reaction product. The product is: [C:1]([NH:4][C@@H:5]([CH3:31])[CH2:6][O:7][C:8]1[CH:13]=[C:12]([S:14][CH2:15][CH2:16][C:17]([O:19][CH2:20][CH:21]([CH2:26][CH3:27])[CH2:22][CH2:23][CH2:24][CH3:25])=[O:18])[C:11]([NH2:28])=[CH:10][N:9]=1)(=[O:3])[CH3:2]. (4) Given the reactants [CH2:1]=O.Cl.[CH3:4][NH:5][CH3:6].[NH:7]1[CH:11]=[CH:10][CH:9]=[CH:8]1.[OH-].[Na+], predict the reaction product. The product is: [CH3:4][N:5]([CH2:1][C:8]1[NH:7][CH:11]=[CH:10][CH:9]=1)[CH3:6].